The task is: Predict the reactants needed to synthesize the given product.. This data is from Full USPTO retrosynthesis dataset with 1.9M reactions from patents (1976-2016). The reactants are: [CH:1]1([N:5]2[CH2:11][CH2:10][C:9]3[CH:12]=[CH:13][C:14]([CH2:16][C:17]4[CH:24]=[CH:23][C:20](C#N)=[CH:19][CH:18]=4)=[CH:15][C:8]=3[CH2:7][CH2:6]2)[CH2:4][CH2:3][CH2:2]1.Cl.[CH:26]([OH:28])=[O:27]. Given the product [CH:1]1([N:5]2[CH2:11][CH2:10][C:9]3[CH:12]=[CH:13][C:14]([CH2:16][C:17]4[CH:24]=[CH:23][C:20]([C:26]([OH:28])=[O:27])=[CH:19][CH:18]=4)=[CH:15][C:8]=3[CH2:7][CH2:6]2)[CH2:2][CH2:3][CH2:4]1, predict the reactants needed to synthesize it.